This data is from Full USPTO retrosynthesis dataset with 1.9M reactions from patents (1976-2016). The task is: Predict the reactants needed to synthesize the given product. Given the product [CH3:7][O:8][C:9]([C:11]1[CH:12]=[C:13]([CH3:32])[C:14]2[O:20][C:19]3[C:21]([NH:25][CH2:26][CH2:27][N:1]4[CH2:6][CH2:5][O:4][CH2:3][CH2:2]4)=[CH:22][CH:23]=[CH:24][C:18]=3[CH2:17][S:16](=[O:29])(=[O:30])[C:15]=2[CH:31]=1)=[O:10], predict the reactants needed to synthesize it. The reactants are: [NH:1]1[CH2:6][CH2:5][O:4][CH2:3][CH2:2]1.[CH3:7][O:8][C:9]([C:11]1[CH:12]=[C:13]([CH3:32])[C:14]2[O:20][C:19]3[C:21]([NH:25][CH2:26][CH2:27]Cl)=[CH:22][CH:23]=[CH:24][C:18]=3[CH2:17][S:16](=[O:30])(=[O:29])[C:15]=2[CH:31]=1)=[O:10].